From a dataset of Full USPTO retrosynthesis dataset with 1.9M reactions from patents (1976-2016). Predict the reactants needed to synthesize the given product. (1) Given the product [CH3:20][O:21][C:22]([C:24]1([C:28]2[CH:29]=[CH:30][C:31]([NH:34][C:8]3[N:7]=[C:6]([NH:5][C:1]([CH3:4])([CH3:3])[CH3:2])[CH:11]=[C:10]([C:12]4[C:13]([CH3:18])=[N:14][O:15][C:16]=4[CH3:17])[N:9]=3)=[CH:32][CH:33]=2)[CH2:25][CH2:26][CH2:27]1)=[O:23], predict the reactants needed to synthesize it. The reactants are: [C:1]([NH:5][C:6]1[CH:11]=[C:10]([C:12]2[C:13]([CH3:18])=[N:14][O:15][C:16]=2[CH3:17])[N:9]=[C:8](Cl)[N:7]=1)([CH3:4])([CH3:3])[CH3:2].[CH3:20][O:21][C:22]([C:24]1([C:28]2[CH:33]=[CH:32][C:31]([NH2:34])=[CH:30][CH:29]=2)[CH2:27][CH2:26][CH2:25]1)=[O:23]. (2) Given the product [OH:4][CH2:5][C:6]1[C:7]([N:38]2[C:50](=[O:51])[C:49]3[S:48][C:47]4[CH2:46][CH2:45][CH2:44][CH2:43][C:42]=4[C:41]=3[CH:40]=[N:39]2)=[N:8][CH:9]=[CH:10][C:11]=1[C:12]1[CH:17]=[C:16]([NH:18][C:19]2[CH:24]=[N:23][C:22]([N:25]3[CH2:30][CH2:29][N:28]([CH:31]4[CH2:32][O:33][CH2:34]4)[CH2:27][C@@H:26]3[CH3:35])=[CH:21][N:20]=2)[C:15](=[O:36])[N:14]([CH3:37])[CH:13]=1, predict the reactants needed to synthesize it. The reactants are: C([O:4][CH2:5][C:6]1[C:7]([N:38]2[C:50](=[O:51])[C:49]3[S:48][C:47]4[CH2:46][CH2:45][CH2:44][CH2:43][C:42]=4[C:41]=3[CH:40]=[N:39]2)=[N:8][CH:9]=[CH:10][C:11]=1[C:12]1[CH:17]=[C:16]([NH:18][C:19]2[CH:24]=[N:23][C:22]([N:25]3[CH2:30][CH2:29][N:28]([CH:31]4[CH2:34][O:33][CH2:32]4)[CH2:27][C@@H:26]3[CH3:35])=[CH:21][N:20]=2)[C:15](=[O:36])[N:14]([CH3:37])[CH:13]=1)(=O)C.[OH-].[Li+]. (3) Given the product [N:63]1([CH2:68][C@@H:69]2[C@H:70]([NH:74][C:13](=[O:15])/[C:12](=[N:11]\[O:10][C:7]([CH3:8])([CH3:9])[C:6]([O:5][C:1]([CH3:3])([CH3:4])[CH3:2])=[O:29])/[C:16]3[N:17]=[C:18]([NH:21][C:22]([O:24][C:25]([CH3:28])([CH3:27])[CH3:26])=[O:23])[S:19][CH:20]=3)[C:71](=[O:73])[NH:72]2)[CH:67]=[N:66][CH:65]=[N:64]1, predict the reactants needed to synthesize it. The reactants are: [C:1]([O:5][C:6](=[O:29])[C:7]([O:10]/[N:11]=[C:12](/[C:16]1[N:17]=[C:18]([NH:21][C:22]([O:24][C:25]([CH3:28])([CH3:27])[CH3:26])=[O:23])[S:19][CH:20]=1)\[C:13]([OH:15])=O)([CH3:9])[CH3:8])([CH3:4])([CH3:3])[CH3:2].CCN(C(C)C)C(C)C.CN(C(ON1N=NC2C=CC=NC1=2)=[N+](C)C)C.F[P-](F)(F)(F)(F)F.[N:63]1([CH2:68][C@H:69]2[NH:72][C:71](=[O:73])[C@H:70]2[NH2:74])[CH:67]=[N:66][CH:65]=[N:64]1. (4) Given the product [N:42]1([S:46]([NH:49][C:28](=[O:30])[C:27]2[CH:31]=[C:23]([CH:20]3[CH2:21][CH2:22]3)[C:24]([O:33][CH:34]3[CH2:35][CH2:36][C:37]4([CH2:38][CH2:39]4)[CH2:40][CH2:41]3)=[CH:25][C:26]=2[F:32])(=[O:48])=[O:47])[CH2:45][CH2:44][CH2:43]1, predict the reactants needed to synthesize it. The reactants are: ClC1C(OC2CCC(=O)CC2)=CC(F)=C(C=1)C(O)=O.[CH:20]1([C:23]2[C:24]([O:33][CH:34]3[CH2:41][CH2:40][C:37]4([CH2:39][CH2:38]4)[CH2:36][CH2:35]3)=[CH:25][C:26]([F:32])=[C:27]([CH:31]=2)[C:28]([OH:30])=O)[CH2:22][CH2:21]1.[N:42]1([S:46]([NH2:49])(=[O:48])=[O:47])[CH2:45][CH2:44][CH2:43]1. (5) Given the product [CH3:1][O:2][C:3]1[C:4]([CH3:14])=[CH:5][C:6]([NH2:11])=[C:7]([CH3:10])[C:8]=1[CH3:9], predict the reactants needed to synthesize it. The reactants are: [CH3:1][O:2][C:3]1[C:8]([CH3:9])=[C:7]([CH3:10])[C:6]([N+:11]([O-])=O)=[CH:5][C:4]=1[CH3:14]. (6) Given the product [CH3:30][O:29][C:25]1[CH:24]=[C:23]2[C:28]([C:19]([NH:17][CH2:16][C:13]3[N:11]4[N:12]=[C:7]([C:5]5[S:4][N:3]=[C:2]([CH3:1])[CH:6]=5)[CH:8]=[CH:9][C:10]4=[N:15][N:14]=3)=[CH:20][CH:21]=[N:22]2)=[N:27][CH:26]=1, predict the reactants needed to synthesize it. The reactants are: [CH3:1][C:2]1[CH:6]=[C:5]([C:7]2[CH:8]=[CH:9][C:10]3[N:11]([C:13]([CH2:16][NH2:17])=[N:14][N:15]=3)[N:12]=2)[S:4][N:3]=1.Cl[C:19]1[CH:20]=[CH:21][N:22]=[C:23]2[C:28]=1[N:27]=[CH:26][C:25]([O:29][CH3:30])=[CH:24]2.CC(O)CC.N. (7) Given the product [F:1][C:2]1[CH:7]=[C:6]([N+:8]([O-:10])=[O:9])[CH:5]=[CH:4][C:3]=1[C:11]([CH3:20])([CH2:16][OH:17])[CH2:12][OH:13], predict the reactants needed to synthesize it. The reactants are: [F:1][C:2]1[CH:7]=[C:6]([N+:8]([O-:10])=[O:9])[CH:5]=[CH:4][C:3]=1[C:11]([CH3:20])([C:16](OC)=[O:17])[C:12](OC)=[O:13].[BH4-].[Na+]. (8) Given the product [Cl:1][C:2]1[CH:3]=[C:4]([C:9]2[N:13]([CH3:14])[N:12]=[C:11]([C:15](=[N:17][NH:18][C:19]([NH:21][C:22]3[CH:31]=[CH:30][C:25]([C:26]([OH:28])=[O:27])=[C:24]([N+:32]([O-:34])=[O:33])[CH:23]=3)=[S:20])[CH3:16])[C:10]=2[OH:35])[CH:5]=[CH:6][C:7]=1[Cl:8], predict the reactants needed to synthesize it. The reactants are: [Cl:1][C:2]1[CH:3]=[C:4]([C:9]2[N:13]([CH3:14])[N:12]=[C:11]([C:15](=[N:17][NH:18][C:19]([NH:21][C:22]3[CH:31]=[CH:30][C:25]([C:26]([O:28]C)=[O:27])=[C:24]([N+:32]([O-:34])=[O:33])[CH:23]=3)=[S:20])[CH3:16])[C:10]=2[OH:35])[CH:5]=[CH:6][C:7]=1[Cl:8].[OH-].[Na+].Cl.O. (9) Given the product [CH3:16][N:17]([CH:19]=[C:5]1[C:4]([CH3:9])([CH3:8])[O:3][C:2]([CH3:10])([CH3:1])[C:6]1=[O:7])[CH3:18], predict the reactants needed to synthesize it. The reactants are: [CH3:1][C:2]1([CH3:10])[C:6](=[O:7])[CH2:5][C:4]([CH3:9])([CH3:8])[O:3]1.C(O[CH:16](N(C)C)[N:17]([CH3:19])[CH3:18])(C)(C)C. (10) Given the product [Cl:9][C:6]1[CH:7]=[CH:8][C:3]([CH2:2][N:12]2[CH2:17][CH2:16][O:15][CH2:14][CH2:13]2)=[C:4]([O:10][CH3:11])[CH:5]=1, predict the reactants needed to synthesize it. The reactants are: Br[CH2:2][C:3]1[CH:8]=[CH:7][C:6]([Cl:9])=[CH:5][C:4]=1[O:10][CH3:11].[NH:12]1[CH2:17][CH2:16][O:15][CH2:14][CH2:13]1.